Dataset: NCI-60 drug combinations with 297,098 pairs across 59 cell lines. Task: Regression. Given two drug SMILES strings and cell line genomic features, predict the synergy score measuring deviation from expected non-interaction effect. (1) Drug 1: C1=CC=C(C(=C1)C(C2=CC=C(C=C2)Cl)C(Cl)Cl)Cl. Drug 2: C1CNP(=O)(OC1)N(CCCl)CCCl. Cell line: HOP-62. Synergy scores: CSS=-10.6, Synergy_ZIP=6.02, Synergy_Bliss=4.09, Synergy_Loewe=0.145, Synergy_HSA=-4.58. (2) Drug 1: C1=CC(=CC=C1C#N)C(C2=CC=C(C=C2)C#N)N3C=NC=N3. Drug 2: CC=C1C(=O)NC(C(=O)OC2CC(=O)NC(C(=O)NC(CSSCCC=C2)C(=O)N1)C(C)C)C(C)C. Cell line: NCI/ADR-RES. Synergy scores: CSS=3.21, Synergy_ZIP=-1.57, Synergy_Bliss=-1.29, Synergy_Loewe=-2.83, Synergy_HSA=-0.733.